Dataset: Reaction yield outcomes from USPTO patents with 853,638 reactions. Task: Predict the reaction yield, written as a fraction of the theoretical maximum amount of product (1.0 means a 100% yield; for example, 0.34 means a 34% yield). (1) The reactants are [OH-].[Na+].[OH:3][CH2:4][CH:5]1[CH2:10][CH2:9][CH2:8][N:7]([C:11]2[CH:12]=[CH:13][C:14]([CH3:32])=[C:15]([CH:31]=2)[C:16]([NH:18][C:19]2[C:20]([CH3:30])=[C:21]([CH:26]=[CH:27][C:28]=2[CH3:29])[C:22]([O:24]C)=[O:23])=[O:17])[CH2:6]1.CO. The catalyst is C1COCC1. The product is [OH:3][CH2:4][CH:5]1[CH2:10][CH2:9][CH2:8][N:7]([C:11]2[CH:12]=[CH:13][C:14]([CH3:32])=[C:15]([CH:31]=2)[C:16]([NH:18][C:19]2[C:20]([CH3:30])=[C:21]([CH:26]=[CH:27][C:28]=2[CH3:29])[C:22]([OH:24])=[O:23])=[O:17])[CH2:6]1. The yield is 0.725. (2) The reactants are Br[C:2]1[CH:7]=[CH:6][CH:5]=[C:4]([CH2:8][F:9])[N:3]=1.[CH2:10]([N:14]1[N:18]=[C:17]2[CH:19]=[CH:20][CH:21]=[C:22]([CH3:23])[C:16]2=[N:15]1)[CH2:11][C:12]#[CH:13]. No catalyst specified. The product is [F:9][CH2:8][C:4]1[N:3]=[C:2]([C:13]#[C:12][CH2:11][CH2:10][N:14]2[N:18]=[C:17]3[CH:19]=[CH:20][CH:21]=[C:22]([CH3:23])[C:16]3=[N:15]2)[CH:7]=[CH:6][CH:5]=1. The yield is 0.630. (3) The reactants are [F:1][CH2:2][C:3]1[N:4]([C:9]2[C:18]3[C:13](=[CH:14][CH:15]=[CH:16][CH:17]=3)[C:12]([CH3:19])=[CH:11][CH:10]=2)[C:5]([SH:8])=[N:6][N:7]=1.C([O-])([O-])=O.[K+].[K+].Cl[CH2:27][C:28]([NH:30][C:31]1[CH:36]=[CH:35][C:34]([S:37](=[O:40])(=[O:39])[NH2:38])=[CH:33][C:32]=1[CH3:41])=[O:29].O. The catalyst is CN(C=O)C. The product is [F:1][CH2:2][C:3]1[N:4]([C:9]2[C:18]3[C:13](=[CH:14][CH:15]=[CH:16][CH:17]=3)[C:12]([CH3:19])=[CH:11][CH:10]=2)[C:5]([S:8][CH2:27][C:28]([NH:30][C:31]2[CH:36]=[CH:35][C:34]([S:37](=[O:40])(=[O:39])[NH2:38])=[CH:33][C:32]=2[CH3:41])=[O:29])=[N:6][N:7]=1. The yield is 0.500. (4) The reactants are [NH2:1][C:2]1[CH:3]=[C:4]([C:12]([O:14][CH3:15])=[O:13])[CH:5]=[C:6]([CH:11]=1)[C:7]([O:9][CH3:10])=[O:8].[CH2:16]([CH2:20][C:21](=O)[CH3:22])[C:17]([CH3:19])=O. The catalyst is C1(C)C=CC=CC=1.CC1C=CC(S(O)(=O)=O)=CC=1. The product is [CH3:22][C:21]1[N:1]([C:2]2[CH:11]=[C:6]([C:7]([O:9][CH3:10])=[O:8])[CH:5]=[C:4]([CH:3]=2)[C:12]([O:14][CH3:15])=[O:13])[C:17]([CH3:19])=[CH:16][CH:20]=1. The yield is 0.920. (5) The reactants are [Cl:1][C:2]1[CH:7]=[CH:6][C:5]([S:8]([NH:11][CH2:12][C:13]2[CH:18]=[CH:17][CH:16]=[CH:15][N:14]=2)(=[O:10])=[O:9])=[CH:4][CH:3]=1.Br[CH2:20][C:21]1[CH:26]=[CH:25][C:24]([N+:27]([O-:29])=[O:28])=[CH:23][CH:22]=1. No catalyst specified. The product is [Cl:1][C:2]1[CH:3]=[CH:4][C:5]([S:8]([N:11]([CH2:20][C:21]2[CH:26]=[CH:25][C:24]([N+:27]([O-:29])=[O:28])=[CH:23][CH:22]=2)[CH2:12][C:13]2[CH:18]=[CH:17][CH:16]=[CH:15][N:14]=2)(=[O:10])=[O:9])=[CH:6][CH:7]=1. The yield is 0.933.